From a dataset of Reaction yield outcomes from USPTO patents with 853,638 reactions. Predict the reaction yield, written as a fraction of the theoretical maximum amount of product (1.0 means a 100% yield; for example, 0.34 means a 34% yield). (1) The reactants are [CH3:1][N:2]1[C:6]([C:7]2[CH:8]=[C:9]([C:15]([O:17]C)=[O:16])[S:10][C:11]=2[CH2:12][CH2:13][CH3:14])=[C:5]([CH3:19])[CH:4]=[N:3]1.[OH-].[Na+]. The catalyst is O1CCCC1. The yield is 1.00. The product is [CH3:1][N:2]1[C:6]([C:7]2[CH:8]=[C:9]([C:15]([OH:17])=[O:16])[S:10][C:11]=2[CH2:12][CH2:13][CH3:14])=[C:5]([CH3:19])[CH:4]=[N:3]1. (2) The reactants are [C:1]1([O:11]C2C3C(=CC=CC=3)C=CC=2)[C:10]2[C:5](=[CH:6][CH:7]=[CH:8][CH:9]=2)[CH:4]=[CH:3][CH:2]=1.B(Br)(Br)Br.C(O)C.C([O-])(O)=O.[Na+]. The catalyst is C(Cl)Cl. The product is [CH:7]1[CH:8]=[CH:9][C:10]2[C:5](=[CH:4][CH:3]=[CH:2][C:1]=2[OH:11])[CH:6]=1. The yield is 0.940. (3) The reactants are C[C:2]1[CH:7]=[CH:6][CH:5]=[CH:4][C:3]=1[CH:8]=[CH:9][C:10]1[CH:15]=[CH:14][CH:13]=[CH:12][CH:11]=1.[CH2:16](Cl)Cl. The catalyst is [Ir]. The product is [C:10]1([CH2:9][CH:8]([C:3]2[CH:2]=[CH:7][CH:6]=[CH:5][CH:4]=2)[CH3:16])[CH:11]=[CH:12][CH:13]=[CH:14][CH:15]=1. The yield is 0.940. (4) The reactants are Br[C:2]1[CH:11]=[CH:10][C:9]([F:12])=[CH:8][C:3]=1[C:4]([O:6][CH3:7])=[O:5].[NH:13]1[C:17](B(O)O)=[CH:16][CH:15]=[N:14]1.C([O-])(O)=O.[Na+]. The catalyst is COCCOC.O. The product is [F:12][C:9]1[CH:10]=[CH:11][C:2]([C:15]2[NH:14][N:13]=[CH:17][CH:16]=2)=[C:3]([CH:8]=1)[C:4]([O:6][CH3:7])=[O:5]. The yield is 0.440.